This data is from Peptide-MHC class I binding affinity with 185,985 pairs from IEDB/IMGT. The task is: Regression. Given a peptide amino acid sequence and an MHC pseudo amino acid sequence, predict their binding affinity value. This is MHC class I binding data. (1) The peptide sequence is TAFTIPST. The MHC is HLA-B44:02 with pseudo-sequence HLA-B44:02. The binding affinity (normalized) is 0. (2) The peptide sequence is RLFYTFFSY. The binding affinity (normalized) is 1.00. The MHC is HLA-A32:01 with pseudo-sequence HLA-A32:01. (3) The peptide sequence is DYCNVLNKEF. The MHC is HLA-A03:01 with pseudo-sequence HLA-A03:01. The binding affinity (normalized) is 0. (4) The peptide sequence is FVAAFDHFY. The MHC is HLA-B46:01 with pseudo-sequence HLA-B46:01. The binding affinity (normalized) is 0.245. (5) The peptide sequence is CLWPKTHTL. The MHC is HLA-A02:01 with pseudo-sequence HLA-A02:01. The binding affinity (normalized) is 0.757. (6) The peptide sequence is TENILTVLL. The MHC is HLA-B44:02 with pseudo-sequence HLA-B44:02. The binding affinity (normalized) is 1.00. (7) The peptide sequence is KSNEKNMDF. The MHC is HLA-B27:05 with pseudo-sequence HLA-B27:05. The binding affinity (normalized) is 0.0847.